This data is from Full USPTO retrosynthesis dataset with 1.9M reactions from patents (1976-2016). The task is: Predict the reactants needed to synthesize the given product. (1) Given the product [Br-:45].[OH:1][C@@H:2]([C@H:4]1[C:34](=[O:35])[N:6]2[C:7]([C:21]([O:23][CH2:24][C:25]3[CH:26]=[CH:27][C:28]([N+:31]([O-:33])=[O:32])=[CH:29][CH:30]=3)=[O:22])=[C:8]([C:11]3[S:15][C:14]4=[C:16]([S:19][CH3:20])[N:17]([CH2:36][C:37](=[O:38])[C:39]5[CH:44]=[CH:43][CH:42]=[CH:41][CH:40]=5)[CH:18]=[N+:13]4[CH:12]=3)[C@H:9]([CH3:10])[C@H:5]12)[CH3:3], predict the reactants needed to synthesize it. The reactants are: [OH:1][C@@H:2]([C@H:4]1[C:34](=[O:35])[N:6]2[C:7]([C:21]([O:23][CH2:24][C:25]3[CH:30]=[CH:29][C:28]([N+:31]([O-:33])=[O:32])=[CH:27][CH:26]=3)=[O:22])=[C:8]([C:11]3[S:15][C:14]4=[C:16]([S:19][CH3:20])[N:17]=[CH:18][N:13]4[CH:12]=3)[C@H:9]([CH3:10])[C@H:5]12)[CH3:3].[CH2:36]([Br:45])[C:37]([C:39]1[CH:44]=[CH:43][CH:42]=[CH:41][CH:40]=1)=[O:38].C(OCC)C. (2) Given the product [CH3:17][C:18]1[N:24]([CH:25]2[CH2:30][CH2:29][C:28](=[O:31])[NH:27][C:26]2=[O:32])[C:4](=[O:6])[C:3]2[C:2](=[CH:10][C:9]([N+:11]([O-:13])=[O:12])=[CH:8][CH:7]=2)[N:1]=1, predict the reactants needed to synthesize it. The reactants are: [NH2:1][C:2]1[CH:10]=[C:9]([N+:11]([O-:13])=[O:12])[CH:8]=[CH:7][C:3]=1[C:4]([OH:6])=O.N1[CH:18]=[CH:17]N=C1.C(Cl)(=O)C.Cl.[NH2:24][CH:25]1[CH2:30][CH2:29][C:28](=[O:31])[NH:27][C:26]1=[O:32].P(OC1C=CC=CC=1)(OC1C=CC=CC=1)OC1C=CC=CC=1. (3) Given the product [C:1]([OH:5])(=[O:4])[CH3:2].[C:6]([C:10]1[CH:11]=[C:12]([CH3:17])[C:13]([CH:2]([OH:3])[C:1]([OH:5])=[O:4])=[C:14]([CH3:16])[CH:15]=1)([CH3:9])([CH3:8])[CH3:7], predict the reactants needed to synthesize it. The reactants are: [C:1]([OH:5])(=[O:4])[CH:2]=[O:3].[C:6]([C:10]1[CH:15]=[C:14]([CH3:16])[CH:13]=[C:12]([CH3:17])[CH:11]=1)([CH3:9])([CH3:8])[CH3:7].S(=O)(=O)(O)O. (4) Given the product [CH:1]1([C:7]2[C:8]3[CH:9]=[CH:10][C:11]([C:32]([OH:34])=[O:33])=[CH:12][C:13]=3[N:14]3[CH2:21][CH2:20][N:19]([CH2:22][CH2:23][N:24]([CH3:26])[CH3:25])[CH2:18][C:17]4[CH:27]=[C:28]([F:31])[CH:29]=[CH:30][C:16]=4[C:15]=23)[CH2:6][CH2:5][CH2:4][CH2:3][CH2:2]1, predict the reactants needed to synthesize it. The reactants are: [CH:1]1([C:7]2[C:8]3[CH:9]=[CH:10][C:11]([C:32]([O:34]C)=[O:33])=[CH:12][C:13]=3[N:14]3[CH2:21][CH2:20][N:19]([CH2:22][CH2:23][N:24]([CH3:26])[CH3:25])[CH2:18][C:17]4[CH:27]=[C:28]([F:31])[CH:29]=[CH:30][C:16]=4[C:15]=23)[CH2:6][CH2:5][CH2:4][CH2:3][CH2:2]1.